From a dataset of TCR-epitope binding with 47,182 pairs between 192 epitopes and 23,139 TCRs. Binary Classification. Given a T-cell receptor sequence (or CDR3 region) and an epitope sequence, predict whether binding occurs between them. (1) The epitope is GTITSGWTF. The TCR CDR3 sequence is CASSPYSSGNTIYF. Result: 0 (the TCR does not bind to the epitope). (2) The epitope is GLCTLVAML. The TCR CDR3 sequence is CASSLDGLGAFF. Result: 0 (the TCR does not bind to the epitope). (3) The epitope is KLPDDFTGCV. The TCR CDR3 sequence is CASSQVNWGIGDEQFF. Result: 1 (the TCR binds to the epitope). (4) The epitope is SLFNTVATLY. The TCR CDR3 sequence is CASRLPGQGNTEAFF. Result: 1 (the TCR binds to the epitope). (5) The epitope is KPLEFGATSAAL. The TCR CDR3 sequence is CASSLEPGTSQETQYF. Result: 1 (the TCR binds to the epitope). (6) The epitope is ILGLPTQTV. The TCR CDR3 sequence is CASSSSGQGYTEAFF. Result: 1 (the TCR binds to the epitope). (7) Result: 0 (the TCR does not bind to the epitope). The TCR CDR3 sequence is CATKRTGTDTQYF. The epitope is RQLLFVVEV. (8) The epitope is AYAQKIFKI. The TCR CDR3 sequence is CASSRQEPSYNSPLHF. Result: 0 (the TCR does not bind to the epitope). (9) The epitope is KLFIRQEEV. The TCR CDR3 sequence is CASSEGSNQETQYF. Result: 0 (the TCR does not bind to the epitope).